This data is from hERG Central: cardiac toxicity at 1µM, 10µM, and general inhibition. The task is: Predict hERG channel inhibition at various concentrations. (1) The compound is CC1CCCC(C)N1NC(=S)Nc1ccc(OC(F)F)cc1. Results: hERG_inhib (hERG inhibition (general)): blocker. (2) The molecule is COc1ccc(C2c3ccc4ccccc4c3Oc3ncn(CCCO)c(=N)c32)cc1. Results: hERG_inhib (hERG inhibition (general)): blocker. (3) The molecule is Cc1nc(-c2cccnc2)sc1C(=O)N/N=C/c1ccccc1Cl. Results: hERG_inhib (hERG inhibition (general)): blocker. (4) The molecule is OCC1(CCCc2ccccc2)CCN(Cc2ccc(F)cc2)CC1. Results: hERG_inhib (hERG inhibition (general)): blocker. (5) The drug is CCOc1ccccc1NC(=O)CN1CCC(NC(=O)c2ccccc2C)CC1. Results: hERG_inhib (hERG inhibition (general)): blocker.